This data is from Full USPTO retrosynthesis dataset with 1.9M reactions from patents (1976-2016). The task is: Predict the reactants needed to synthesize the given product. Given the product [Br:1][C:2]1[CH:3]=[N:4][C:5]2[N:6]([N:8]=[CH:9][C:10]=2[C:11]2[C:20]3[C:15](=[CH:16][CH:17]=[CH:18][CH:19]=3)[N:14]=[C:13]([Cl:23])[CH:12]=2)[CH:7]=1, predict the reactants needed to synthesize it. The reactants are: [Br:1][C:2]1[CH:3]=[N:4][C:5]2[N:6]([N:8]=[CH:9][C:10]=2[C:11]2[C:20]3[C:15](=[CH:16][CH:17]=[CH:18][CH:19]=3)[N+:14]([O-])=[CH:13][CH:12]=2)[CH:7]=1.O(Cl)[Cl:23].[P+5].C(=O)(O)[O-].[Na+].